From a dataset of NCI-60 drug combinations with 297,098 pairs across 59 cell lines. Regression. Given two drug SMILES strings and cell line genomic features, predict the synergy score measuring deviation from expected non-interaction effect. Drug 1: CC1C(C(=O)NC(C(=O)N2CCCC2C(=O)N(CC(=O)N(C(C(=O)O1)C(C)C)C)C)C(C)C)NC(=O)C3=C4C(=C(C=C3)C)OC5=C(C(=O)C(=C(C5=N4)C(=O)NC6C(OC(=O)C(N(C(=O)CN(C(=O)C7CCCN7C(=O)C(NC6=O)C(C)C)C)C)C(C)C)C)N)C. Drug 2: CC12CCC3C(C1CCC2O)C(CC4=C3C=CC(=C4)O)CCCCCCCCCS(=O)CCCC(C(F)(F)F)(F)F. Cell line: DU-145. Synergy scores: CSS=41.4, Synergy_ZIP=17.1, Synergy_Bliss=17.9, Synergy_Loewe=16.1, Synergy_HSA=16.2.